Task: Predict the reactants needed to synthesize the given product.. Dataset: Full USPTO retrosynthesis dataset with 1.9M reactions from patents (1976-2016) (1) Given the product [N:9]1([C:7]([C:4]2[CH:3]=[C:2]([N:19]3[CH2:24][CH2:23][NH:22][CH2:21][C:20]3=[O:25])[S:6][CH:5]=2)=[O:8])[C@@H:18]2[C@@H:13]([CH2:14][CH2:15][CH2:16][CH2:17]2)[CH2:12][CH2:11][CH2:10]1, predict the reactants needed to synthesize it. The reactants are: Br[C:2]1[S:6][CH:5]=[C:4]([C:7]([N:9]2[C@@H:18]3[C@@H:13]([CH2:14][CH2:15][CH2:16][CH2:17]3)[CH2:12][CH2:11][CH2:10]2)=[O:8])[CH:3]=1.[NH:19]1[CH2:24][CH2:23][NH:22][CH2:21][C:20]1=[O:25].C(=O)([O-])[O-].[K+].[K+].CNCCNC. (2) Given the product [C:1]([O:5][C:6]([N:8]1[CH2:13][CH2:12][CH:11]([N:14]([C:15]2[CH:20]=[CH:19][CH:18]=[C:17]([O:21][CH3:22])[C:16]=2[O:23][CH3:24])[CH2:26][C:27]2[CH:32]=[CH:31][N:30]=[C:29]([C:33]3[CH:38]=[C:37]([O:39][CH3:40])[C:36]([O:41][CH3:42])=[C:35]([O:43][CH3:44])[CH:34]=3)[CH:28]=2)[CH2:10][CH2:9]1)=[O:7])([CH3:4])([CH3:3])[CH3:2], predict the reactants needed to synthesize it. The reactants are: [C:1]([O:5][C:6]([N:8]1[CH2:13][CH2:12][CH:11]([NH:14][C:15]2[CH:20]=[CH:19][CH:18]=[C:17]([O:21][CH3:22])[C:16]=2[O:23][CH3:24])[CH2:10][CH2:9]1)=[O:7])([CH3:4])([CH3:3])[CH3:2].Cl[CH2:26][C:27]1[CH:32]=[CH:31][N:30]=[C:29]([C:33]2[CH:38]=[C:37]([O:39][CH3:40])[C:36]([O:41][CH3:42])=[C:35]([O:43][CH3:44])[CH:34]=2)[CH:28]=1. (3) Given the product [CH2:24]([NH:26][C:19](=[O:21])[C:18]1[CH:22]=[CH:23][C:15]([O:14][CH2:13][C:3]2[C:4]([C:7]3[CH:8]=[CH:9][CH:10]=[CH:11][CH:12]=3)=[N:5][O:6][C:2]=2[CH3:1])=[N:16][CH:17]=1)[CH3:25], predict the reactants needed to synthesize it. The reactants are: [CH3:1][C:2]1[O:6][N:5]=[C:4]([C:7]2[CH:12]=[CH:11][CH:10]=[CH:9][CH:8]=2)[C:3]=1[CH2:13][O:14][C:15]1[CH:23]=[CH:22][C:18]([C:19]([OH:21])=O)=[CH:17][N:16]=1.[CH2:24]([NH2:26])[CH3:25]. (4) The reactants are: C([C@@H]1N(C(=O)C2C=CC(OC3C=CC=CC=3)=CC=2)C[C@H](CC(C)C)NC1=O)C(C)C.[CH2:31]([C@@H:35]1[NH:40][CH2:39][C@H:38]([CH2:41][CH:42]([CH3:44])[CH3:43])[NH:37][C:36]1=[O:45])[CH:32]([CH3:34])[CH3:33].[C:46]1([C:52]2[O:56][N:55]=[C:54]([C:57](O)=[O:58])[CH:53]=2)[CH:51]=[CH:50][CH:49]=[CH:48][CH:47]=1. Given the product [CH2:31]([C@@H:35]1[N:40]([C:57]([C:54]2[CH:53]=[C:52]([C:46]3[CH:47]=[CH:48][CH:49]=[CH:50][CH:51]=3)[O:56][N:55]=2)=[O:58])[CH2:39][C@H:38]([CH2:41][CH:42]([CH3:44])[CH3:43])[NH:37][C:36]1=[O:45])[CH:32]([CH3:34])[CH3:33], predict the reactants needed to synthesize it. (5) Given the product [C:8]([NH:16][C:17]1[CH:29]=[C:28]([C:30]2[CH:31]=[CH:32][C:33]([N:36]([CH3:38])[CH3:37])=[CH:34][CH:35]=2)[CH:27]=[CH:26][C:18]=1[C:19]([OH:21])=[O:20])(=[O:15])[C:9]1[CH:10]=[CH:11][CH:12]=[CH:13][CH:14]=1, predict the reactants needed to synthesize it. The reactants are: FC(F)(F)C(O)=O.[C:8]([NH:16][C:17]1[CH:29]=[C:28]([C:30]2[CH:35]=[CH:34][C:33]([N:36]([CH3:38])[CH3:37])=[CH:32][CH:31]=2)[CH:27]=[CH:26][C:18]=1[C:19]([O:21]C(C)(C)C)=[O:20])(=[O:15])[C:9]1[CH:14]=[CH:13][CH:12]=[CH:11][CH:10]=1.